This data is from Reaction yield outcomes from USPTO patents with 853,638 reactions. The task is: Predict the reaction yield, written as a fraction of the theoretical maximum amount of product (1.0 means a 100% yield; for example, 0.34 means a 34% yield). (1) The reactants are [NH2:1][CH2:2][CH2:3][NH:4][C:5](=[O:11])OC(C)(C)C.[C:12]1(C)[CH:17]=[CH:16][C:15](C2C=CC=CC=2C([Cl:22])=O)=[CH:14][CH:13]=1.Cl. No catalyst specified. The product is [ClH:22].[NH2:1][CH2:2][CH2:3][NH:4][C:5](=[O:11])[C:12]1[CH:17]=[CH:16][CH:15]=[CH:14][CH:13]=1. The yield is 0.670. (2) The reactants are [F:1][C:2]1[CH:11]=[C:10]2[C:5]([CH:6]=[CH:7][CH:8]=[N:9]2)=[CH:4][C:3]=1[CH2:12][N:13]1[C:17]2=[N:18][C:19]([C:22]3[CH:23]=[N:24][NH:25][CH:26]=3)=[CH:20][N:21]=[C:16]2[N:15]=[N:14]1.I[CH2:28][CH2:29][OH:30].C([O-])([O-])=O.[K+].[K+]. The product is [F:1][C:2]1[CH:11]=[C:10]2[C:5]([CH:6]=[CH:7][CH:8]=[N:9]2)=[CH:4][C:3]=1[CH2:12][N:13]1[C:17]2=[N:18][C:19]([C:22]3[CH:26]=[N:25][N:24]([CH2:28][CH2:29][OH:30])[CH:23]=3)=[CH:20][N:21]=[C:16]2[N:15]=[N:14]1. The catalyst is CC(N(C)C)=O. The yield is 0.310. (3) The reactants are [OH:1][CH2:2][C@H:3]1[CH2:7][C@@H:6]([NH:8][C:9]2[CH:14]=[C:13]([NH:15][C:16]3[C:25]4[CH2:24][CH2:23][CH2:22][CH2:21][C:20]=4[CH:19]=[CH:18][CH:17]=3)[N:12]=[CH:11][N:10]=2)[C@H:5]([OH:26])[C@@H:4]1[OH:27].CO[C:30](OC)([CH3:32])[CH3:31].C1(C)C=CC(S([O-])(=O)=O)=CC=1.[NH+]1C=CC=CC=1. The catalyst is CC(C)=O. The product is [CH3:31][C:30]1([CH3:32])[O:26][C@H:5]2[C@H:6]([NH:8][C:9]3[CH:14]=[C:13]([NH:15][C:16]4[C:25]5[CH2:24][CH2:23][CH2:22][CH2:21][C:20]=5[CH:19]=[CH:18][CH:17]=4)[N:12]=[CH:11][N:10]=3)[CH2:7][C@H:3]([CH2:2][OH:1])[C@H:4]2[O:27]1. The yield is 0.850. (4) The yield is 0.890. The reactants are [OH-].[Na+].[OH:3][C:4]1[CH:9]=[CH:8][CH:7]=[CH:6][C:5]=1[C:10]1[O:14][N:13]=[C:12]([CH2:15][CH2:16][CH2:17][CH2:18][C:19]([O:21]C)=[O:20])[N:11]=1.Cl. The catalyst is O.CO. The product is [OH:3][C:4]1[CH:9]=[CH:8][CH:7]=[CH:6][C:5]=1[C:10]1[O:14][N:13]=[C:12]([CH2:15][CH2:16][CH2:17][CH2:18][C:19]([OH:21])=[O:20])[N:11]=1. (5) The reactants are [Br:1][C:2]1[CH:7]=[CH:6][C:5]([OH:8])=[C:4]([N+:9]([O-:11])=[O:10])[CH:3]=1.[H-].[Na+].[CH3:14]I. The catalyst is CN(C)C=O.O. The product is [Br:1][C:2]1[CH:7]=[CH:6][C:5]([O:8][CH3:14])=[C:4]([N+:9]([O-:11])=[O:10])[CH:3]=1. The yield is 0.618. (6) The reactants are N1C=CC=CC=1.Cl.[CH3:8][NH:9][O:10][CH3:11].[CH:12]1[C:21]2[C:16](=[CH:17][CH:18]=[CH:19][CH:20]=2)[CH:15]=[CH:14][C:13]=1[C:22](Cl)=[O:23].O. The catalyst is ClCCl. The product is [CH3:8][N:9]([C:22]([C:13]1[CH:14]=[CH:15][C:16]2[C:21](=[CH:20][CH:19]=[CH:18][CH:17]=2)[CH:12]=1)=[O:23])[O:10][CH3:11]. The yield is 0.859. (7) The reactants are [C:1]([O:5][C:6]([N:8]1[C:16]2[C:11](=[CH:12][C:13]([CH:17]=[O:18])=[CH:14][CH:15]=2)[CH:10]=[C:9]1[C:19]1[C:20]2[S:33][CH:32]=[CH:31][C:21]=2[N:22]([C:24]([O:26][C:27]([CH3:30])([CH3:29])[CH3:28])=[O:25])[N:23]=1)=[O:7])([CH3:4])([CH3:3])[CH3:2].[C:34]1([Mg]Br)[CH:39]=[CH:38][CH:37]=[CH:36][CH:35]=1. The catalyst is O1CCCC1. The product is [C:1]([O:5][C:6]([N:8]1[C:16]2[C:11](=[CH:12][C:13]([CH:17]([OH:18])[C:34]3[CH:39]=[CH:38][CH:37]=[CH:36][CH:35]=3)=[CH:14][CH:15]=2)[CH:10]=[C:9]1[C:19]1[C:20]2[S:33][CH:32]=[CH:31][C:21]=2[N:22]([C:24]([O:26][C:27]([CH3:30])([CH3:29])[CH3:28])=[O:25])[N:23]=1)=[O:7])([CH3:4])([CH3:2])[CH3:3]. The yield is 0.850. (8) The reactants are [CH3:1][O:2][C:3]1[CH:4]=[C:5]([CH2:20][C:21]([OH:23])=O)[CH:6]=[CH:7][C:8]=1[NH:9][C:10]([NH:12][C:13]1[CH:18]=[CH:17][CH:16]=[CH:15][C:14]=1[F:19])=[O:11].[Cl:24][C:25]1[CH:26]=[C:27]([CH:32]=[CH:33][C:34]=1[O:35][CH2:36][C@@H:37]([NH:39][CH3:40])[CH3:38])[C:28]([O:30][CH3:31])=[O:29].C(Cl)CCl.C1C=CC2N(O)N=NC=2C=1. The catalyst is CN(C1C=CN=CC=1)C.CN(C=O)C.CCOC(C)=O. The product is [Cl:24][C:25]1[CH:26]=[C:27]([CH:32]=[CH:33][C:34]=1[O:35][CH2:36][C@@H:37]([N:39]([CH3:40])[C:21](=[O:23])[CH2:20][C:5]1[CH:6]=[CH:7][C:8]([NH:9][C:10]([NH:12][C:13]2[CH:18]=[CH:17][CH:16]=[CH:15][C:14]=2[F:19])=[O:11])=[C:3]([O:2][CH3:1])[CH:4]=1)[CH3:38])[C:28]([O:30][CH3:31])=[O:29]. The yield is 1.00. (9) The reactants are [CH3:1][O:2][C:3]([CH:5]1[CH2:14][C:13]2[C:8](=[CH:9][CH:10]=[C:11]([Br:15])[CH:12]=2)[CH2:7][N:6]1[C:16](=[O:25])[C:17]1[CH:22]=[CH:21][CH:20]=[C:19]([CH3:23])[C:18]=1[OH:24])=[O:4].CN(C=O)C.C([O-])([O-])=O.[K+].[K+].Br[CH2:38][CH2:39][CH3:40]. The catalyst is CCOC(C)=O. The product is [CH3:1][O:2][C:3]([CH:5]1[CH2:14][C:13]2[C:8](=[CH:9][CH:10]=[C:11]([Br:15])[CH:12]=2)[CH2:7][N:6]1[C:16](=[O:25])[C:17]1[CH:22]=[CH:21][CH:20]=[C:19]([CH3:23])[C:18]=1[O:24][CH2:38][CH2:39][CH3:40])=[O:4]. The yield is 0.980.